Dataset: Merck oncology drug combination screen with 23,052 pairs across 39 cell lines. Task: Regression. Given two drug SMILES strings and cell line genomic features, predict the synergy score measuring deviation from expected non-interaction effect. Drug 1: CN(C)C(=N)N=C(N)N. Drug 2: O=C(O)C1(Cc2cccc(Nc3nccs3)n2)CCC(Oc2cccc(Cl)c2F)CC1. Cell line: RKO. Synergy scores: synergy=9.30.